From a dataset of Peptide-MHC class I binding affinity with 185,985 pairs from IEDB/IMGT. Regression. Given a peptide amino acid sequence and an MHC pseudo amino acid sequence, predict their binding affinity value. This is MHC class I binding data. The peptide sequence is RINEEKHEK. The MHC is HLA-A03:01 with pseudo-sequence HLA-A03:01. The binding affinity (normalized) is 0.384.